Dataset: hERG channel blocking data for cardiac toxicity assessment. Task: Regression/Classification. Given a drug SMILES string, predict its toxicity properties. Task type varies by dataset: regression for continuous values (e.g., LD50, hERG inhibition percentage) or binary classification for toxic/non-toxic outcomes (e.g., AMES mutagenicity, cardiotoxicity, hepatotoxicity). Dataset: herg. (1) The compound is C[NH+]1CC[NH+](CCCCN2C(=O)CN(/N=C/c3ccc(-c4ccc(Cl)cc4)o3)C2=O)CC1. The result is 1 (blocker). (2) The drug is CC(C)(C)[C@@H](NC(=O)OCCO)C(=O)N1CC(c2cc(F)ccc2F)=C[C@@H]1c1ccccc1. The result is 1 (blocker). (3) The result is 1 (blocker). The drug is CC(C)(C)[C@H](O)C(=O)N1CC(c2cc(F)ccc2F)=C[C@H]1c1cccc(O)c1.